Dataset: Reaction yield outcomes from USPTO patents with 853,638 reactions. Task: Predict the reaction yield, written as a fraction of the theoretical maximum amount of product (1.0 means a 100% yield; for example, 0.34 means a 34% yield). The reactants are ClC(Cl)(O[C:5](=[O:11])OC(Cl)(Cl)Cl)Cl.C(N(CC)CC)C.[NH:20]1[CH2:25][CH2:24][CH:23]([CH2:26][N:27]2[C:35]3[C:30](=[CH:31][C:32]([C:36]4[CH:37]=[N:38][N:39]([CH:41]5[CH2:46][CH2:45][CH2:44][CH2:43][O:42]5)[CH:40]=4)=[CH:33][CH:34]=3)[CH:29]=[CH:28]2)[CH2:22][CH2:21]1.[CH2:47]([NH2:54])[C:48]1[CH:53]=[CH:52][CH:51]=[CH:50][CH:49]=1.C(=O)(O)[O-].[Na+]. The catalyst is ClCCl.CO.ClCCl. The product is [CH2:47]([NH:54][C:5]([N:20]1[CH2:25][CH2:24][CH:23]([CH2:26][N:27]2[C:35]3[C:30](=[CH:31][C:32]([C:36]4[CH:37]=[N:38][N:39]([CH:41]5[CH2:46][CH2:45][CH2:44][CH2:43][O:42]5)[CH:40]=4)=[CH:33][CH:34]=3)[CH:29]=[CH:28]2)[CH2:22][CH2:21]1)=[O:11])[C:48]1[CH:53]=[CH:52][CH:51]=[CH:50][CH:49]=1. The yield is 0.170.